This data is from CYP2C19 inhibition data for predicting drug metabolism from PubChem BioAssay. The task is: Regression/Classification. Given a drug SMILES string, predict its absorption, distribution, metabolism, or excretion properties. Task type varies by dataset: regression for continuous measurements (e.g., permeability, clearance, half-life) or binary classification for categorical outcomes (e.g., BBB penetration, CYP inhibition). Dataset: cyp2c19_veith. (1) The drug is CCSCC[C@H](N)C(=O)O. The result is 0 (non-inhibitor). (2) The compound is O=C(O)c1cc(-c2ccncc2)nc2ccccc12. The result is 0 (non-inhibitor). (3) The drug is CN[C@H]1[C@H](O)[C@@H](O[C@H]2[C@H](N)C[C@H](N)[C@H](O[C@H]3OC(CN)=CC[C@H]3N)[C@H]2O)OC[C@@]1(C)O. The result is 0 (non-inhibitor). (4) The compound is Nc1[nH]c(=O)nc2c1ncn2[C@H]1O[C@@H](CO)[C@@H](O)[C@@H]1O. The result is 0 (non-inhibitor).